Task: Regression/Classification. Given a drug SMILES string, predict its absorption, distribution, metabolism, or excretion properties. Task type varies by dataset: regression for continuous measurements (e.g., permeability, clearance, half-life) or binary classification for categorical outcomes (e.g., BBB penetration, CYP inhibition). Dataset: cyp2c19_veith.. Dataset: CYP2C19 inhibition data for predicting drug metabolism from PubChem BioAssay The drug is CCCn1cnc2c(SCc3ccc(Cl)cc3)nc(N)nc21. The result is 1 (inhibitor).